From a dataset of Catalyst prediction with 721,799 reactions and 888 catalyst types from USPTO. Predict which catalyst facilitates the given reaction. (1) Reactant: [CH3:1][O:2][C:3]([C@H:5]1[NH:21][C:20](=[O:22])[C@H:19]([CH2:23][CH:24]([CH3:26])[CH3:25])[NH:18][C:17](=[O:27])[C@@H:16]([NH:28]C(OC(C)(C)C)=O)[CH2:15][C:14]2=[CH:36][CH:37]=[C:11]([CH:12]=[CH:13]2)[O:10][CH2:9][CH2:8][CH2:7][CH2:6]1)=[O:4].[ClH:38]. Product: [ClH:38].[CH3:1][O:2][C:3]([C@H:5]1[NH:21][C:20](=[O:22])[C@H:19]([CH2:23][CH:24]([CH3:26])[CH3:25])[NH:18][C:17](=[O:27])[C@@H:16]([NH2:28])[CH2:15][C:14]2=[CH:36][CH:37]=[C:11]([CH:12]=[CH:13]2)[O:10][CH2:9][CH2:8][CH2:7][CH2:6]1)=[O:4]. The catalyst class is: 12. (2) Reactant: [F:1][C:2]1[CH:7]=[CH:6][C:5]([NH2:8])=[CH:4][CH:3]=1.N1C=CC=CC=1.[C:15](Cl)(=[O:17])[CH3:16]. Product: [F:1][C:2]1[CH:7]=[CH:6][C:5]([NH:8][C:15](=[O:17])[CH3:16])=[CH:4][CH:3]=1. The catalyst class is: 2. (3) Reactant: [CH2:1]([O:3][C:4]([C:6]1[C:7]2[CH:15]=[N:14][NH:13][C:8]=2[N:9]=[C:10]([Cl:12])[CH:11]=1)=[O:5])[CH3:2].[O:16]1[CH:21]=[CH:20][CH2:19][CH2:18][CH2:17]1.O.C1(C)C=CC(S(O)(=O)=O)=CC=1.O. Product: [CH2:1]([O:3][C:4]([C:6]1[C:7]2[CH:15]=[N:14][N:13]([CH:17]3[CH2:18][CH2:19][CH2:20][CH2:21][O:16]3)[C:8]=2[N:9]=[C:10]([Cl:12])[CH:11]=1)=[O:5])[CH3:2]. The catalyst class is: 7. (4) Reactant: [CH:1]1([C:7]2[C:8]3[CH:9]=[CH:10][C:11]([C:38]([O:40]C(C)(C)C)=[O:39])=[CH:12][C:13]=3[N:14]3[CH2:20][C:19]([C:21]([N:23]4[CH:28]5[CH2:29][CH2:30][CH:24]4[CH2:25][N:26]([CH3:31])[CH2:27]5)=[O:22])=[CH:18][C:17]4[CH:32]=[C:33]([O:36][CH3:37])[CH:34]=[CH:35][C:16]=4[C:15]=23)[CH2:6][CH2:5][CH2:4][CH2:3][CH2:2]1.[C:45]([OH:51])([C:47]([F:50])([F:49])[F:48])=[O:46]. Product: [F:48][C:47]([F:50])([F:49])[C:45]([OH:51])=[O:46].[CH:1]1([C:7]2[C:8]3[CH:9]=[CH:10][C:11]([C:38]([OH:40])=[O:39])=[CH:12][C:13]=3[N:14]3[CH2:20][C:19]([C:21]([N:23]4[CH:28]5[CH2:29][CH2:30][CH:24]4[CH2:25][N:26]([CH3:31])[CH2:27]5)=[O:22])=[CH:18][C:17]4[CH:32]=[C:33]([O:36][CH3:37])[CH:34]=[CH:35][C:16]=4[C:15]=23)[CH2:6][CH2:5][CH2:4][CH2:3][CH2:2]1. The catalyst class is: 26. (5) Reactant: Cl.[CH2:2]([O:4][C:5]([C:7]1[C:11]2[CH2:12][NH:13][CH2:14][CH2:15][C:10]=2[O:9][N:8]=1)=[O:6])[CH3:3].C(N(CC)CC)C.[C:23](O[C:23]([O:25][C:26]([CH3:29])([CH3:28])[CH3:27])=[O:24])([O:25][C:26]([CH3:29])([CH3:28])[CH3:27])=[O:24]. Product: [C:26]([O:25][C:23]([N:13]1[CH2:14][CH2:15][C:10]2[O:9][N:8]=[C:7]([C:5]([O:4][CH2:2][CH3:3])=[O:6])[C:11]=2[CH2:12]1)=[O:24])([CH3:29])([CH3:28])[CH3:27]. The catalyst class is: 38. (6) Reactant: [Cl:1][C:2]1[CH:7]=[CH:6][CH:5]=[C:4]([Cl:8])[C:3]=1[C:9]1[C:13]([C:14]([NH:16][C:17]2[CH:22]=[CH:21][C:20]([N:23]([CH2:26][CH3:27])[CH2:24][CH3:25])=[CH:19][C:18]=2[O:28]C)=[O:15])=[C:12]([CH3:30])[O:11][N:10]=1.B(Br)(Br)Br. Product: [Cl:8][C:4]1[CH:5]=[CH:6][CH:7]=[C:2]([Cl:1])[C:3]=1[C:9]1[C:13]([C:14]([NH:16][C:17]2[CH:22]=[CH:21][C:20]([N:23]([CH2:26][CH3:27])[CH2:24][CH3:25])=[CH:19][C:18]=2[OH:28])=[O:15])=[C:12]([CH3:30])[O:11][N:10]=1. The catalyst class is: 793. (7) Reactant: Cl[C:2]1[CH:7]=[C:6]([C:8]([NH:10][C:11]2[CH:12]=[C:13]([CH:29]=[CH:30][CH:31]=2)[CH2:14][NH:15][C:16]2[C:25]3[C:20](=[C:21]([C:26]([NH2:28])=[O:27])[CH:22]=[CH:23][CH:24]=3)[N:19]=[CH:18][N:17]=2)=[O:9])[CH:5]=[CH:4][N:3]=1.CC(O)(C)C.CS(C)=O.[NH:41]1[CH2:45][CH2:44][CH2:43][CH2:42]1. Product: [N:41]1([C:2]2[CH:7]=[C:6]([C:8]([NH:10][C:11]3[CH:12]=[C:13]([CH:29]=[CH:30][CH:31]=3)[CH2:14][NH:15][C:16]3[C:25]4[C:20](=[C:21]([C:26]([NH2:28])=[O:27])[CH:22]=[CH:23][CH:24]=4)[N:19]=[CH:18][N:17]=3)=[O:9])[CH:5]=[CH:4][N:3]=2)[CH2:45][CH2:44][CH2:43][CH2:42]1. The catalyst class is: 6.